This data is from Reaction yield outcomes from USPTO patents with 853,638 reactions. The task is: Predict the reaction yield, written as a fraction of the theoretical maximum amount of product (1.0 means a 100% yield; for example, 0.34 means a 34% yield). (1) The reactants are [CH:1]([N:4]1[C:8]([C:9]2[N:18]=[C:17]3[N:11]([CH2:12][CH2:13][O:14][C:15]4[CH:22]=[C:21]([CH:23]=O)[CH:20]=[CH:19][C:16]=43)[CH:10]=2)=[N:7][CH:6]=[N:5]1)([CH3:3])[CH3:2].[CH3:25][NH2:26].C(O[BH-](OC(=O)C)OC(=O)C)(=O)C.[Na+]. The yield is 0.360. The product is [CH:1]([N:4]1[C:8]([C:9]2[N:18]=[C:17]3[N:11]([CH2:12][CH2:13][O:14][C:15]4[CH:22]=[C:21]([CH2:23][NH:26][CH3:25])[CH:20]=[CH:19][C:16]=43)[CH:10]=2)=[N:7][CH:6]=[N:5]1)([CH3:2])[CH3:3]. The catalyst is C(Cl)(Cl)Cl. (2) The reactants are COC(C1C=C(O)C2C(=C(OCC3C=CC=CC=3)C=CC=2)N=1)=O.C[O:25][C:26]([C:28]1[C:37]([Br:38])=[C:36]([OH:39])[C:35]2[C:30](=[C:31]([O:40][CH2:41][C:42]3[CH:47]=[CH:46][CH:45]=[CH:44][CH:43]=3)[CH:32]=[CH:33][CH:34]=2)[N:29]=1)=[O:27]. No catalyst specified. The product is [CH2:41]([O:40][C:31]1[CH:32]=[CH:33][CH:34]=[C:35]2[C:30]=1[N:29]=[C:28]([C:26]([OH:27])=[O:25])[C:37]([Br:38])=[C:36]2[OH:39])[C:42]1[CH:47]=[CH:46][CH:45]=[CH:44][CH:43]=1. The yield is 0.630. (3) The reactants are [OH-].[Na+].O.NN.[Br:6][C:7]1[CH:8]=[C:9]([Cl:17])[C:10]([OH:16])=[C:11]([C:13](=O)[CH3:14])[CH:12]=1. The catalyst is C(O)COCCOCCO. The product is [Br:6][C:7]1[CH:12]=[C:11]([CH2:13][CH3:14])[C:10]([OH:16])=[C:9]([Cl:17])[CH:8]=1. The yield is 0.830. (4) The product is [C:27]([Si:24]([CH3:26])([CH3:25])[O:23][CH:20]1[CH2:21][CH2:22][CH:17]([C:14]2[CH:15]=[CH:16][C:11]([NH2:10])=[C:12]([F:31])[CH:13]=2)[CH2:18][CH2:19]1)([CH3:30])([CH3:29])[CH3:28]. The yield is 1.00. The catalyst is CO. The reactants are C(OC(=O)[NH:10][C:11]1[CH:16]=[CH:15][C:14]([C:17]2[CH2:22][CH2:21][CH:20]([O:23][Si:24]([C:27]([CH3:30])([CH3:29])[CH3:28])([CH3:26])[CH3:25])[CH2:19][CH:18]=2)=[CH:13][C:12]=1[F:31])C1C=CC=CC=1.C(Cl)Cl. (5) The reactants are [CH3:1][C:2]([CH3:9])([CH3:8])[C:3](=O)[CH2:4][C:5]#[N:6].[N+:10]([O-])([O-])=O.[NH4+].N. The catalyst is C(O)C. The product is [NH2:10]/[C:3](/[C:2]([CH3:9])([CH3:8])[CH3:1])=[CH:4]\[C:5]#[N:6]. The yield is 1.00. (6) The reactants are [CH3:1][C:2]1[CH:7]=[CH:6][C:5]([S:8](Cl)(=[O:10])=[O:9])=[CH:4][C:3]=1[N+:12]([O-:14])=[O:13].[C:15]([NH2:19])([CH3:18])([CH3:17])[CH3:16].Cl. The catalyst is C(Cl)(Cl)Cl. The product is [C:15]([NH:19][S:8]([C:5]1[CH:6]=[CH:7][C:2]([CH3:1])=[C:3]([N+:12]([O-:14])=[O:13])[CH:4]=1)(=[O:10])=[O:9])([CH3:18])([CH3:17])[CH3:16]. The yield is 0.946. (7) The reactants are [Cl:1][C:2]1[CH:9]=[C:8]([C:10]([F:13])([F:12])[F:11])[CH:7]=[CH:6][C:3]=1[CH2:4]Br.[H-].[Na+].[F:16][C:17]([F:26])([F:25])[CH2:18][CH2:19][CH:20]([C:23]#[N:24])[C:21]#[N:22]. The catalyst is CN(C)C=O. The product is [Cl:1][C:2]1[CH:9]=[C:8]([C:10]([F:13])([F:12])[F:11])[CH:7]=[CH:6][C:3]=1[CH2:4][C:20]([CH2:19][CH2:18][C:17]([F:16])([F:25])[F:26])([C:21]#[N:22])[C:23]#[N:24]. The yield is 0.390. (8) The reactants are [F:1][CH:2]([F:12])[C:3]1[CH:4]=[C:5]([C:9](=O)[CH3:10])[CH:6]=[CH:7][CH:8]=1.[CH3:13][C:14]([S@:17]([NH2:19])=[O:18])([CH3:16])[CH3:15]. No catalyst specified. The product is [F:1][CH:2]([F:12])[C:3]1[CH:4]=[C:5]([CH:9]([NH:19][S@@:17]([C:14]([CH3:16])([CH3:15])[CH3:13])=[O:18])[CH3:10])[CH:6]=[CH:7][CH:8]=1. The yield is 0.560. (9) The reactants are [CH:1](=[O:3])[CH3:2].[CH3:4][CH2:5][CH2:6][CH2:7][CH2:8][CH3:9].C(OCC)(=[O:12])C. No catalyst specified. The product is [OH:3][CH:1]([C:6]1[C:7](=[O:12])[CH2:8][CH2:9][C:5]=1[CH3:4])[CH3:2]. The yield is 0.950. (10) The reactants are [CH:1]1([CH:4]([S:9][CH2:10][C:11]([O:13]CC)=O)[CH2:5][N+:6]([O-])=O)[CH2:3][CH2:2]1. The catalyst is CC(O)=O.[Zn]. The product is [CH:1]1([CH:4]2[CH2:5][NH:6][C:11](=[O:13])[CH2:10][S:9]2)[CH2:3][CH2:2]1. The yield is 0.360.